Task: Predict the reaction yield, written as a fraction of the theoretical maximum amount of product (1.0 means a 100% yield; for example, 0.34 means a 34% yield).. Dataset: Reaction yield outcomes from USPTO patents with 853,638 reactions (1) The reactants are [CH2:1]([N:3]1[CH2:8][CH2:7][N:6]([CH2:9][C:10]2[CH:16]=[CH:15][C:13]([NH2:14])=[CH:12][C:11]=2[C:17]([F:20])([F:19])[F:18])[CH2:5][CH2:4]1)[CH3:2].[Br:21][C:22]1[CH:27]=[CH:26][C:25]([CH2:28][C:29](O)=[O:30])=[C:24]([F:32])[CH:23]=1.C1C=CC2N(O)N=NC=2C=1.C(Cl)CCl.CCN(CC)CC. The catalyst is C(Cl)Cl. The product is [Br:21][C:22]1[CH:27]=[CH:26][C:25]([CH2:28][C:29]([NH:14][C:13]2[CH:15]=[CH:16][C:10]([CH2:9][N:6]3[CH2:7][CH2:8][N:3]([CH2:1][CH3:2])[CH2:4][CH2:5]3)=[C:11]([C:17]([F:20])([F:18])[F:19])[CH:12]=2)=[O:30])=[C:24]([F:32])[CH:23]=1. The yield is 0.960. (2) The reactants are [OH:1][C@H:2]([C:26]1[CH:31]=[CH:30][C:29]([OH:32])=[C:28]([NH:33][S:34]([CH3:37])(=[O:36])=[O:35])[CH:27]=1)[CH2:3][NH:4][CH:5]1[CH2:10][CH2:9][N:8]([C:11]2[CH:25]=[CH:24][C:14]([NH:15][C:16](=[O:23])[CH2:17][C:18]([O:20]CC)=[O:19])=[CH:13][CH:12]=2)[CH2:7][CH2:6]1.[OH-].[Na+].C(O)(=O)C. The catalyst is O.C(O)C. The product is [OH:1][C@H:2]([C:26]1[CH:31]=[CH:30][C:29]([OH:32])=[C:28]([NH:33][S:34]([CH3:37])(=[O:35])=[O:36])[CH:27]=1)[CH2:3][NH:4][CH:5]1[CH2:10][CH2:9][N:8]([C:11]2[CH:12]=[CH:13][C:14]([NH:15][C:16](=[O:23])[CH2:17][C:18]([OH:20])=[O:19])=[CH:24][CH:25]=2)[CH2:7][CH2:6]1. The yield is 0.590. (3) The yield is 0.487. The catalyst is C1(C)C=CC=CC=1.I[Cu]. The reactants are [CH3:1][C:2]1[CH:3]=[C:4]2[C:8](=[CH:9][CH:10]=1)[NH:7][C:6]([C:11]([O:13][CH2:14][CH3:15])=[O:12])=[CH:5]2.I[C:17]1[CH:22]=[CH:21][C:20]([CH3:23])=[CH:19][CH:18]=1.CNC1CCCCC1NC.P([O-])([O-])([O-])=O.[K+].[K+].[K+]. The product is [CH3:1][C:2]1[CH:3]=[C:4]2[C:8](=[CH:9][CH:10]=1)[N:7]([C:17]1[CH:22]=[CH:21][C:20]([CH3:23])=[CH:19][CH:18]=1)[C:6]([C:11]([O:13][CH2:14][CH3:15])=[O:12])=[CH:5]2. (4) The reactants are [F:1][C:2]1[CH:7]=[CH:6][C:5]([C:8]([N:10]2[CH2:15][CH2:14][N:13]3[N:16]=[C:17]([CH2:20][O:21][C:22]4[CH:27]=[CH:26][CH:25]=[CH:24][CH:23]=4)[C:18](I)=[C:12]3[CH2:11]2)=[O:9])=[CH:4][CH:3]=1.CC(C)([O-])C.[Na+].C1(P(C2C=CC=CC=2)C2C=CC3C(=CC=CC=3)C=2C2C3C(=CC=CC=3)C=CC=2P(C2C=CC=CC=2)C2C=CC=CC=2)C=CC=CC=1.C(=[NH:93])(C1C=CC=CC=1)C1C=CC=CC=1.Cl. The catalyst is C1(C)C=CC=CC=1.C([O-])([O-])=O.[Na+].[Na+].O.C1C=CC(/C=C/C(/C=C/C2C=CC=CC=2)=O)=CC=1.C1C=CC(/C=C/C(/C=C/C2C=CC=CC=2)=O)=CC=1.C1C=CC(/C=C/C(/C=C/C2C=CC=CC=2)=O)=CC=1.[Pd].[Pd]. The product is [NH2:93][C:18]1[C:17]([CH2:20][O:21][C:22]2[CH:27]=[CH:26][CH:25]=[CH:24][CH:23]=2)=[N:16][N:13]2[CH2:14][CH2:15][N:10]([C:8]([C:5]3[CH:6]=[CH:7][C:2]([F:1])=[CH:3][CH:4]=3)=[O:9])[CH2:11][C:12]=12. The yield is 0.470. (5) The reactants are [Cl:1][C:2]1[C:3](Cl)=[C:4]2[N:10]=[C:9]([C:11]3[CH:16]=[CH:15][C:14]([O:17][CH2:18][CH2:19][N:20]4[CH2:25][CH2:24][O:23][CH2:22][CH2:21]4)=[CH:13][CH:12]=3)[NH:8][C:5]2=[N:6][CH:7]=1.[CH3:27][S:28]([C:31]1[CH:37]=[CH:36][C:34]([NH2:35])=[CH:33][CH:32]=1)(=[O:30])=[O:29]. The catalyst is ClC1C=CC=CC=1Cl.Cl.COC(C)(C)C. The product is [Cl:1][C:2]1[C:3]([NH:35][C:34]2[CH:33]=[CH:32][C:31]([S:28]([CH3:27])(=[O:30])=[O:29])=[CH:37][CH:36]=2)=[C:4]2[NH:10][C:9]([C:11]3[CH:12]=[CH:13][C:14]([O:17][CH2:18][CH2:19][N:20]4[CH2:21][CH2:22][O:23][CH2:24][CH2:25]4)=[CH:15][CH:16]=3)=[N:8][C:5]2=[N:6][CH:7]=1. The yield is 0.260.